From a dataset of Full USPTO retrosynthesis dataset with 1.9M reactions from patents (1976-2016). Predict the reactants needed to synthesize the given product. Given the product [NH:19]1[C:27]2[C:22](=[CH:23][C:24]([NH:28][C:2]3[C:3]4[N:10]=[C:9]([CH2:11][CH2:12][C:13]5[CH:18]=[CH:17][CH:16]=[CH:15][CH:14]=5)[S:8][C:4]=4[N:5]=[CH:6][N:7]=3)=[CH:25][CH:26]=2)[CH:21]=[N:20]1, predict the reactants needed to synthesize it. The reactants are: Cl[C:2]1[C:3]2[N:10]=[C:9]([CH2:11][CH2:12][C:13]3[CH:18]=[CH:17][CH:16]=[CH:15][CH:14]=3)[S:8][C:4]=2[N:5]=[CH:6][N:7]=1.[NH:19]1[C:27]2[C:22](=[CH:23][C:24]([NH2:28])=[CH:25][CH:26]=2)[CH:21]=[N:20]1.